From a dataset of Peptide-MHC class I binding affinity with 185,985 pairs from IEDB/IMGT. Regression. Given a peptide amino acid sequence and an MHC pseudo amino acid sequence, predict their binding affinity value. This is MHC class I binding data. (1) The peptide sequence is FQCVNQVAL. The MHC is H-2-Kb with pseudo-sequence H-2-Kb. The binding affinity (normalized) is 0.530. (2) The peptide sequence is EVAQRAYR. The MHC is HLA-A02:06 with pseudo-sequence HLA-A02:06. The binding affinity (normalized) is 0. (3) The peptide sequence is KYDDRIQSQ. The MHC is HLA-A01:01 with pseudo-sequence HLA-A01:01. The binding affinity (normalized) is 0. (4) The peptide sequence is QASQEVKNW. The MHC is HLA-A03:01 with pseudo-sequence HLA-A03:01. The binding affinity (normalized) is 0. (5) The peptide sequence is VALWNDGTV. The MHC is HLA-A31:01 with pseudo-sequence HLA-A31:01. The binding affinity (normalized) is 0.0847. (6) The MHC is HLA-B44:02 with pseudo-sequence HLA-B44:02. The binding affinity (normalized) is 0.0847. The peptide sequence is VNRWLFRHL. (7) The peptide sequence is AEAALENL. The MHC is Mamu-A11 with pseudo-sequence Mamu-A11. The binding affinity (normalized) is 0.309. (8) The peptide sequence is GMRDVSFEL. The MHC is HLA-A01:01 with pseudo-sequence HLA-A01:01. The binding affinity (normalized) is 0.0847.